Dataset: Catalyst prediction with 721,799 reactions and 888 catalyst types from USPTO. Task: Predict which catalyst facilitates the given reaction. (1) Reactant: [F-].C([N+](CCCC)(CCCC)CCCC)CCC.[O:19]([C@H:27]([CH3:73])[C@H:28]([CH2:54][N:55]1[CH:63]=[N:62][C:61]2[C:56]1=[N:57][CH:58]=[N:59][C:60]=2[NH:64][C:65](=[O:72])[C:66]1[CH:71]=[CH:70][CH:69]=[CH:68][CH:67]=1)[CH2:29][O:30][C:31]([C:46]1[CH:51]=[CH:50][C:49]([O:52][CH3:53])=[CH:48][CH:47]=1)([C:38]1[CH:43]=[CH:42][C:41]([O:44][CH3:45])=[CH:40][CH:39]=1)[C:32]1[CH:37]=[CH:36][CH:35]=[CH:34][CH:33]=1)[Si](C(C)(C)C)(C)C. Product: [C:65]([NH:64][C:60]1[N:59]=[CH:58][N:57]=[C:56]2[C:61]=1[N:62]=[CH:63][N:55]2[CH2:54][C@@H:28]([C@H:27]([OH:19])[CH3:73])[CH2:29][O:30][C:31]([C:46]1[CH:47]=[CH:48][C:49]([O:52][CH3:53])=[CH:50][CH:51]=1)([C:38]1[CH:39]=[CH:40][C:41]([O:44][CH3:45])=[CH:42][CH:43]=1)[C:32]1[CH:37]=[CH:36][CH:35]=[CH:34][CH:33]=1)(=[O:72])[C:66]1[CH:71]=[CH:70][CH:69]=[CH:68][CH:67]=1. The catalyst class is: 1. (2) Reactant: Cl[C:2]1[C:11]2[C:6](=[CH:7][CH:8]=[CH:9][CH:10]=2)[N:5]=[CH:4][C:3]=1[N+:12]([O-:14])=[O:13].C(N(CC)CC)C.[NH2:22][CH2:23][CH2:24][O:25][CH2:26][CH2:27][NH:28][C:29](=[O:35])[O:30][C:31]([CH3:34])([CH3:33])[CH3:32]. Product: [N+:12]([C:3]1[CH:4]=[N:5][C:6]2[C:11]([C:2]=1[NH:22][CH2:23][CH2:24][O:25][CH2:26][CH2:27][NH:28][C:29](=[O:35])[O:30][C:31]([CH3:33])([CH3:32])[CH3:34])=[CH:10][CH:9]=[CH:8][CH:7]=2)([O-:14])=[O:13]. The catalyst class is: 2. (3) Reactant: [C:1]1([C:7]2[CH:8]=[CH:9]C(C#N)=[N:11][CH:12]=2)[CH:6]=[CH:5][CH:4]=[CH:3][CH:2]=1.[OH-:15].[Na+].[CH2:17]([OH:19])[CH3:18]. Product: [C:1]1([C:7]2[CH:8]=[CH:9][C:18]([C:17]([OH:15])=[O:19])=[N:11][CH:12]=2)[CH:6]=[CH:5][CH:4]=[CH:3][CH:2]=1. The catalyst class is: 6.